Dataset: Forward reaction prediction with 1.9M reactions from USPTO patents (1976-2016). Task: Predict the product of the given reaction. Given the reactants [CH3:1][CH2:2][N:3](CCCC(NC1C=CN=C2C=C(Cl)C=CC=12)C)[CH2:4][CH3:5].N1C2C(=CC=CC=2)C=CC=1.[CH:33]1[C:42]([Cl:43])=[CH:41][C:40]2[C:35](=[C:36]([O:44][CH2:45][CH2:46]O)[CH:37]=[CH:38][N:39]=2)[CH:34]=1, predict the reaction product. The product is: [Cl:43][C:42]1[CH:41]=[C:40]2[C:35]([C:36]([O:44][CH2:45][CH2:46][N:3]([CH2:4][CH3:5])[CH2:2][CH3:1])=[CH:37][CH:38]=[N:39]2)=[CH:34][CH:33]=1.